Dataset: Full USPTO retrosynthesis dataset with 1.9M reactions from patents (1976-2016). Task: Predict the reactants needed to synthesize the given product. Given the product [Si:1]([O:8][CH2:9][CH:10]([O:33][CH2:34][C:35]([C:42]1[S:43][CH:44]=[C:45]([Cl:47])[N:46]=1)=[O:36])[CH2:11][N:12]1[C:20]([C:21]2[CH:22]=[C:23]([CH:24]=[CH:25][CH:26]=2)[C:27]#[N:28])=[C:19]2[C:14]([N:15]([CH3:32])[C:16](=[O:31])[N:17]([CH3:30])[C:18]2=[O:29])=[CH:13]1)([C:4]([CH3:6])([CH3:7])[CH3:5])([CH3:2])[CH3:3], predict the reactants needed to synthesize it. The reactants are: [Si:1]([O:8][CH2:9][CH:10]([O:33][CH2:34][C:35](N(OC)C)=[O:36])[CH2:11][N:12]1[C:20]([C:21]2[CH:26]=[CH:25][CH:24]=[C:23]([C:27]#[N:28])[CH:22]=2)=[C:19]2[C:14]([N:15]([CH3:32])[C:16](=[O:31])[N:17]([CH3:30])[C:18]2=[O:29])=[CH:13]1)([C:4]([CH3:7])([CH3:6])[CH3:5])([CH3:3])[CH3:2].Br[C:42]1[S:43][CH:44]=[C:45]([Cl:47])[N:46]=1.